From a dataset of Catalyst prediction with 721,799 reactions and 888 catalyst types from USPTO. Predict which catalyst facilitates the given reaction. (1) Reactant: [NH2:1][C:2]1[C:3]([C:12]([NH:14][C@@:15]([CH:21]2[CH2:26][CH2:25][CH2:24][CH2:23][CH2:22]2)([C:17]([O:19][CH3:20])=[O:18])[CH3:16])=[O:13])=[N:4][C:5]2[C:10]([CH:11]=1)=[CH:9][CH:8]=[CH:7][CH:6]=2.[CH3:27][C:28]1[CH:33]=[C:32]([CH3:34])[CH:31]=[C:30]([CH3:35])[C:29]=1[N:36]=[C:37]=[O:38]. Product: [CH:21]1([C@:15]([C:17]([O:19][CH3:20])=[O:18])([CH3:16])[NH:14][C:12]([C:3]2[C:2]([NH:1][C:37]([NH:36][C:29]3[C:28]([CH3:27])=[CH:33][C:32]([CH3:34])=[CH:31][C:30]=3[CH3:35])=[O:38])=[CH:11][C:10]3[C:5](=[CH:6][CH:7]=[CH:8][CH:9]=3)[N:4]=2)=[O:13])[CH2:22][CH2:23][CH2:24][CH2:25][CH2:26]1. The catalyst class is: 300. (2) Reactant: C[O:2][C:3]([C:5]1[CH:10]=[C:9]([C:11]2[CH:16]=[CH:15][C:14]([O:17][C:18]([F:21])([F:20])[F:19])=[C:13]([Cl:22])[CH:12]=2)[N:8]=[CH:7][N:6]=1)=[O:4].[OH-].[Na+].O.Cl. Product: [Cl:22][C:13]1[CH:12]=[C:11]([C:9]2[N:8]=[CH:7][N:6]=[C:5]([C:3]([OH:4])=[O:2])[CH:10]=2)[CH:16]=[CH:15][C:14]=1[O:17][C:18]([F:21])([F:19])[F:20]. The catalyst class is: 1.